Dataset: Forward reaction prediction with 1.9M reactions from USPTO patents (1976-2016). Task: Predict the product of the given reaction. (1) The product is: [Cl:19][C:20]1[CH:21]=[C:22]([C:27]2[O:38][C:30]([CH:32]=[C:3]3[C:2](=[O:1])[N:6]([CH:7]([CH2:11][C:12]4[CH:17]=[CH:16][CH:15]=[CH:14][CH:13]=4)[C:8]([OH:10])=[O:9])[C:5](=[S:18])[NH:4]3)=[CH:29][CH:28]=2)[CH:23]=[CH:24][C:25]=1[Cl:26]. Given the reactants [O:1]=[C:2]1[N:6]([CH:7]([CH2:11][C:12]2[CH:17]=[CH:16][CH:15]=[CH:14][CH:13]=2)[C:8]([OH:10])=[O:9])[C:5](=[S:18])[NH:4][CH2:3]1.[Cl:19][C:20]1[CH:21]=[C:22]([C:27]2S[C:30]([CH:32]=O)=[CH:29][CH:28]=2)[CH:23]=[CH:24][C:25]=1[Cl:26].NCCC(O)=[O:38].CO.C(Cl)Cl, predict the reaction product. (2) Given the reactants N1CCC(C(OC([C:12]2[CH:13]=[N:14][C:15]([N:18]([CH2:31][C:32]3[CH:37]=[C:36]([C:38]([F:41])([F:40])[F:39])[CH:35]=[C:34]([C:42]([F:45])([F:44])[F:43])[CH:33]=3)[CH2:19][C:20]3[CH:25]=[C:24]([C:26]([F:29])([F:28])[F:27])[CH:23]=[CH:22][C:21]=3[F:30])=[N:16][CH:17]=2)C)=O)CC1.[OH-].[Na+].Cl.[C:49]([O:52]CC)(=[O:51])[CH3:50], predict the reaction product. The product is: [F:45][C:42]([F:43])([F:44])[C:34]1[CH:33]=[C:32]([CH:37]=[C:36]([C:38]([F:41])([F:39])[F:40])[CH:35]=1)[CH2:31][N:18]([CH2:19][C:20]1[CH:25]=[C:24]([C:26]([F:28])([F:29])[F:27])[CH:23]=[CH:22][C:21]=1[F:30])[C:15]1[N:16]=[CH:17][C:12]([N:18]2[CH2:31][CH2:32][CH:50]([C:49]([OH:52])=[O:51])[CH2:20][CH2:19]2)=[CH:13][N:14]=1. (3) Given the reactants Cl[C:2]1[N:10]=[C:9]2[C:5]([N:6]=[CH:7][N:8]2C2CCCCO2)=[C:4]([NH:17][CH:18]2[CH2:23][CH2:22][O:21][CH2:20][CH2:19]2)[N:3]=1.[NH2:24][C:25]1[CH:30]=[CH:29][C:28]([CH:31]([CH3:40])[C:32]([N:34]2[CH2:39][CH2:38][O:37][CH2:36][CH2:35]2)=[O:33])=[CH:27][C:26]=1[O:41][CH3:42], predict the reaction product. The product is: [CH3:42][O:41][C:26]1[CH:27]=[C:28]([CH:31]([CH3:40])[C:32]([N:34]2[CH2:35][CH2:36][O:37][CH2:38][CH2:39]2)=[O:33])[CH:29]=[CH:30][C:25]=1[NH:24][C:2]1[N:10]=[C:9]2[C:5]([N:6]=[CH:7][NH:8]2)=[C:4]([NH:17][CH:18]2[CH2:19][CH2:20][O:21][CH2:22][CH2:23]2)[N:3]=1. (4) Given the reactants [CH:1]([O:4][C:5]1[CH:14]=[C:13]([C:15]([F:18])([F:17])[F:16])[C:12]2[C:7](=[CH:8][CH:9]=[C:10]3[NH:22][CH:21]([CH2:23][C:24]([F:27])([F:26])[F:25])[CH2:20][O:19][C:11]3=2)[N:6]=1)([CH3:3])[CH3:2].[BH4-].[Na+].[C:30](O)(=O)[CH3:31], predict the reaction product. The product is: [CH2:30]([N:22]1[C:10]2[C:11](=[C:12]3[C:7](=[CH:8][CH:9]=2)[N:6]=[C:5]([O:4][CH:1]([CH3:3])[CH3:2])[CH:14]=[C:13]3[C:15]([F:16])([F:17])[F:18])[O:19][CH2:20][CH:21]1[CH2:23][C:24]([F:25])([F:26])[F:27])[CH3:31]. (5) Given the reactants [CH3:1][CH:2]([CH3:14])[CH2:3][C:4]1[S:5][C:6]([C:9](OCC)=[O:10])=[CH:7][N:8]=1.[H-].[Al+3].[Li+].[H-].[H-].[H-].O.[OH-].[Na+], predict the reaction product. The product is: [OH:10][CH2:9][C:6]1[S:5][C:4]([CH2:3][CH:2]([CH3:14])[CH3:1])=[N:8][CH:7]=1. (6) Given the reactants [Br:1][C:2]1[S:6][C:5]([C:7]([C@H:9]2[CH2:14][CH2:13][C@H:12]([C:15]([O:17][CH2:18][CH3:19])=[O:16])[CH2:11][CH2:10]2)=O)=[N:4][CH:3]=1.C([BH3-])#[N:21].[Na+].C([O-])(=O)C.[NH4+].C1COCC1, predict the reaction product. The product is: [NH2:21][CH:7]([C:5]1[S:6][C:2]([Br:1])=[CH:3][N:4]=1)[C@H:9]1[CH2:14][CH2:13][C@H:12]([C:15]([O:17][CH2:18][CH3:19])=[O:16])[CH2:11][CH2:10]1.